Dataset: Full USPTO retrosynthesis dataset with 1.9M reactions from patents (1976-2016). Task: Predict the reactants needed to synthesize the given product. Given the product [NH2:2][C:1]1[C:3]([CH:22]2[CH2:23][CH2:24][N:25]([C:28]([O:30][C:31]([CH3:34])([CH3:33])[CH3:32])=[O:29])[CH2:26][CH2:27]2)=[CH:4][N:5]([C:6]2[CH:7]=[CH:8][C:9]([O:12][C:13]3[CH:18]=[CH:17][CH:16]=[CH:15][CH:14]=3)=[CH:10][CH:11]=2)[C:19]=1[C:20]#[N:21], predict the reactants needed to synthesize it. The reactants are: [C:1]([C:3]([CH:22]1[CH2:27][CH2:26][N:25]([C:28]([O:30][C:31]([CH3:34])([CH3:33])[CH3:32])=[O:29])[CH2:24][CH2:23]1)=[CH:4][N:5]([CH2:19][C:20]#[N:21])[C:6]1[CH:11]=[CH:10][C:9]([O:12][C:13]2[CH:18]=[CH:17][CH:16]=[CH:15][CH:14]=2)=[CH:8][CH:7]=1)#[N:2].CC([O-])(C)C.[K+].O.